This data is from Full USPTO retrosynthesis dataset with 1.9M reactions from patents (1976-2016). The task is: Predict the reactants needed to synthesize the given product. (1) Given the product [Br:1][C:2]1[CH:3]=[C:4]([F:13])[C:5]2[O:10][CH2:9][C:8](=[O:11])[N:7]([CH2:23][CH2:22][CH2:21][Cl:20])[C:6]=2[CH:12]=1, predict the reactants needed to synthesize it. The reactants are: [Br:1][C:2]1[CH:3]=[C:4]([F:13])[C:5]2[O:10][CH2:9][C:8](=[O:11])[NH:7][C:6]=2[CH:12]=1.C([O-])([O-])=O.[Cs+].[Cs+].[Cl:20][CH2:21][CH2:22][CH2:23]I. (2) The reactants are: [N:1]12[CH2:8][CH2:7][CH:4]([CH2:5][CH2:6]1)[C@@H:3]([O:9][C:10](N1C=CN=C1)=[O:11])[CH2:2]2.[Cl:17][C:18]1[CH:23]=[CH:22][CH:21]=[CH:20][C:19]=1[CH:24]([C:26]1[CH:31]=[CH:30][CH:29]=[CH:28][C:27]=1[Cl:32])[OH:25]. Given the product [Cl:17][C:18]1[CH:23]=[CH:22][CH:21]=[CH:20][C:19]=1[CH:24]([O:25][C:10](=[O:11])[O:9][C@@H:3]1[CH:4]2[CH2:5][CH2:6][N:1]([CH2:8][CH2:7]2)[CH2:2]1)[C:26]1[CH:31]=[CH:30][CH:29]=[CH:28][C:27]=1[Cl:32], predict the reactants needed to synthesize it. (3) Given the product [CH3:11][O:12][C:13](=[O:25])[CH2:14][CH:15]1[C:19]2[CH:20]=[CH:21][CH:22]=[CH:23][C:18]=2[O:17][C@@H:16]1[O:10][CH:1]1[C:9]2[C:4](=[CH:5][CH:6]=[CH:7][CH:8]=2)[CH2:3][CH2:2]1, predict the reactants needed to synthesize it. The reactants are: [CH:1]1([OH:10])[C:9]2[C:4](=[CH:5][CH:6]=[CH:7][CH:8]=2)[CH2:3][CH2:2]1.[CH3:11][O:12][C:13](=[O:25])[CH2:14][C@H:15]1[C:19]2[CH:20]=[CH:21][C:22](O)=[CH:23][C:18]=2[O:17][CH2:16]1. (4) Given the product [Br:2][C:3]1[CH:7]=[C:6]([C:8]2([O:12][CH3:13])[CH2:11][N:10]([C:22](=[O:26])[CH:23]([CH3:25])[CH3:24])[CH2:9]2)[N:5]([CH3:14])[N:4]=1, predict the reactants needed to synthesize it. The reactants are: Cl.[Br:2][C:3]1[CH:7]=[C:6]([C:8]2([O:12][CH3:13])[CH2:11][NH:10][CH2:9]2)[N:5]([CH3:14])[N:4]=1.C(N(CC)CC)C.[C:22](Cl)(=[O:26])[CH:23]([CH3:25])[CH3:24].C(=O)([O-])O.[Na+]. (5) Given the product [CH3:1][C:2]1[S:3][C:4]([CH3:35])=[C:5]([CH2:24][C:25]2[CH:26]=[CH:27][C:28]([C:31]([F:34])([F:32])[F:33])=[CH:29][CH:30]=2)[C:6]=1[C:7]([NH:9][C:10]1([C:13]2[CH:18]=[CH:17][C:16]([C:19]3[N:20]=[N:21][N-:22][N:23]=3)=[CH:15][CH:14]=2)[CH2:11][CH2:12]1)=[O:8].[Na+:37], predict the reactants needed to synthesize it. The reactants are: [CH3:1][C:2]1[S:3][C:4]([CH3:35])=[C:5]([CH2:24][C:25]2[CH:30]=[CH:29][C:28]([C:31]([F:34])([F:33])[F:32])=[CH:27][CH:26]=2)[C:6]=1[C:7]([NH:9][C:10]1([C:13]2[CH:18]=[CH:17][C:16]([C:19]3[N:20]=[N:21][NH:22][N:23]=3)=[CH:15][CH:14]=2)[CH2:12][CH2:11]1)=[O:8].[OH-].[Na+:37]. (6) Given the product [C:1]([CH2:3][C@H:4]([NH:11][C:12]([C:14]1[C:23]2[C:18](=[CH:19][CH:20]=[CH:21][CH:22]=2)[N:17]=[C:16]([C:24]2[CH:29]=[CH:28][CH:27]=[CH:26][CH:25]=2)[C:15]=1[CH3:32])=[O:13])[C:5]1[CH:10]=[CH:9][CH:8]=[CH:7][CH:6]=1)#[N:2], predict the reactants needed to synthesize it. The reactants are: [C:1]([CH2:3][C@H:4]([NH:11][C:12]([C:14]1[C:23]2[C:18](=[CH:19][CH:20]=[CH:21][CH:22]=2)[N:17]=[C:16]([C:24]2[CH:29]=[CH:28][CH:27]=[CH:26][CH:25]=2)[C:15]=1O)=[O:13])[C:5]1[CH:10]=[CH:9][CH:8]=[CH:7][CH:6]=1)#[N:2].N[C@H:32](C1C=CC=CC=1)CC#N.CC1C(C2C=CC=CC=2)=NC2C(C=1C(O)=O)=CC=CC=2.